From a dataset of Catalyst prediction with 721,799 reactions and 888 catalyst types from USPTO. Predict which catalyst facilitates the given reaction. (1) Reactant: [F:1][CH:2]([F:12])[C:3]1[C:7]([C:8](Cl)=[O:9])=[CH:6][N:5]([CH3:11])[N:4]=1.[Cl:13][C:14]1[CH:19]=[C:18]([Cl:20])[CH:17]=[CH:16][C:15]=1[C@@H:21]1[CH2:23][C@H:22]1[CH:24]([NH:26][O:27][CH3:28])[CH3:25].C1N2CCN(CC2)C1. Product: [Cl:13][C:14]1[CH:19]=[C:18]([Cl:20])[CH:17]=[CH:16][C:15]=1[C@@H:21]1[CH2:23][C@H:22]1[CH:24]([N:26]([O:27][CH3:28])[C:8]([C:7]1[C:3]([CH:2]([F:12])[F:1])=[N:4][N:5]([CH3:11])[CH:6]=1)=[O:9])[CH3:25]. The catalyst class is: 10. (2) Reactant: [C:1]([O:5][C:6]([NH:8][C@@H:9]([CH2:13][CH:14]1[CH2:16][CH2:15]1)[C:10]([OH:12])=[O:11])=[O:7])([CH3:4])([CH3:3])[CH3:2].[C:17]([O-])([O-])=O.[K+].[K+]. Product: [C:1]([O:5][C:6]([NH:8][C@@H:9]([CH2:13][CH:14]1[CH2:15][CH2:16]1)[C:10]([O:12][CH3:17])=[O:11])=[O:7])([CH3:4])([CH3:2])[CH3:3]. The catalyst class is: 3. (3) Reactant: F[C:2]1[CH:7]=[CH:6][C:5]([F:8])=[CH:4][C:3]=1[N+:9]([O-:11])=[O:10].[CH2:12]([N:14]1[C:18](=[O:19])[CH:17]=[C:16]([C:20]2[CH:21]=[C:22]([CH:25]=[CH:26][CH:27]=2)[C:23]#[N:24])[NH:15]1)[CH3:13].C(=O)([O-])[O-].[K+].[K+]. Product: [CH2:12]([N:14]1[C:18]([O:19][C:2]2[CH:7]=[CH:6][C:5]([F:8])=[CH:4][C:3]=2[N+:9]([O-:11])=[O:10])=[CH:17][C:16]([C:20]2[CH:21]=[C:22]([CH:25]=[CH:26][CH:27]=2)[C:23]#[N:24])=[N:15]1)[CH3:13]. The catalyst class is: 58.